Dataset: NCI-60 drug combinations with 297,098 pairs across 59 cell lines. Task: Regression. Given two drug SMILES strings and cell line genomic features, predict the synergy score measuring deviation from expected non-interaction effect. (1) Drug 1: CCC1=C2CN3C(=CC4=C(C3=O)COC(=O)C4(CC)O)C2=NC5=C1C=C(C=C5)O. Drug 2: CCCCC(=O)OCC(=O)C1(CC(C2=C(C1)C(=C3C(=C2O)C(=O)C4=C(C3=O)C=CC=C4OC)O)OC5CC(C(C(O5)C)O)NC(=O)C(F)(F)F)O. Cell line: SNB-75. Synergy scores: CSS=60.0, Synergy_ZIP=-1.54, Synergy_Bliss=-1.87, Synergy_Loewe=1.19, Synergy_HSA=1.96. (2) Drug 1: C1C(C(OC1N2C=NC3=C(N=C(N=C32)Cl)N)CO)O. Drug 2: COC1=C2C(=CC3=C1OC=C3)C=CC(=O)O2. Cell line: OVCAR-5. Synergy scores: CSS=19.3, Synergy_ZIP=-7.27, Synergy_Bliss=-1.92, Synergy_Loewe=-22.0, Synergy_HSA=-2.28. (3) Drug 1: CNC(=O)C1=CC=CC=C1SC2=CC3=C(C=C2)C(=NN3)C=CC4=CC=CC=N4. Drug 2: CC1C(C(CC(O1)OC2CC(CC3=C2C(=C4C(=C3O)C(=O)C5=C(C4=O)C(=CC=C5)OC)O)(C(=O)CO)O)N)O.Cl. Cell line: OVCAR-5. Synergy scores: CSS=20.4, Synergy_ZIP=0.644, Synergy_Bliss=-0.631, Synergy_Loewe=-13.2, Synergy_HSA=-1.69. (4) Drug 1: CC1=C(C=C(C=C1)NC2=NC=CC(=N2)N(C)C3=CC4=NN(C(=C4C=C3)C)C)S(=O)(=O)N.Cl. Drug 2: CC12CCC3C(C1CCC2OP(=O)(O)O)CCC4=C3C=CC(=C4)OC(=O)N(CCCl)CCCl.[Na+]. Cell line: RPMI-8226. Synergy scores: CSS=-7.43, Synergy_ZIP=2.05, Synergy_Bliss=-3.39, Synergy_Loewe=-10.7, Synergy_HSA=-10.6. (5) Drug 1: CCC1(C2=C(COC1=O)C(=O)N3CC4=CC5=C(C=CC(=C5CN(C)C)O)N=C4C3=C2)O.Cl. Drug 2: CC1CCCC2(C(O2)CC(NC(=O)CC(C(C(=O)C(C1O)C)(C)C)O)C(=CC3=CSC(=N3)C)C)C. Cell line: SF-539. Synergy scores: CSS=35.5, Synergy_ZIP=-2.48, Synergy_Bliss=-7.04, Synergy_Loewe=-14.7, Synergy_HSA=-8.01. (6) Drug 1: CC(CN1CC(=O)NC(=O)C1)N2CC(=O)NC(=O)C2. Drug 2: C(CN)CNCCSP(=O)(O)O. Cell line: HOP-62. Synergy scores: CSS=14.0, Synergy_ZIP=-2.26, Synergy_Bliss=9.22, Synergy_Loewe=3.13, Synergy_HSA=8.51. (7) Drug 1: CN1C2=C(C=C(C=C2)N(CCCl)CCCl)N=C1CCCC(=O)O.Cl. Drug 2: C1CNP(=O)(OC1)N(CCCl)CCCl. Cell line: OVCAR3. Synergy scores: CSS=-6.32, Synergy_ZIP=2.01, Synergy_Bliss=-2.97, Synergy_Loewe=-6.43, Synergy_HSA=-7.30.